From a dataset of NCI-60 drug combinations with 297,098 pairs across 59 cell lines. Regression. Given two drug SMILES strings and cell line genomic features, predict the synergy score measuring deviation from expected non-interaction effect. (1) Drug 1: CC(C)NC(=O)C1=CC=C(C=C1)CNNC.Cl. Drug 2: COCCOC1=C(C=C2C(=C1)C(=NC=N2)NC3=CC=CC(=C3)C#C)OCCOC.Cl. Cell line: U251. Synergy scores: CSS=-29.6, Synergy_ZIP=11.4, Synergy_Bliss=1.36, Synergy_Loewe=-27.4, Synergy_HSA=-27.9. (2) Drug 1: CC1=C(C=C(C=C1)C(=O)NC2=CC(=CC(=C2)C(F)(F)F)N3C=C(N=C3)C)NC4=NC=CC(=N4)C5=CN=CC=C5. Drug 2: C1CC(=O)NC(=O)C1N2C(=O)C3=CC=CC=C3C2=O. Cell line: UACC-257. Synergy scores: CSS=-2.83, Synergy_ZIP=1.33, Synergy_Bliss=-0.492, Synergy_Loewe=-1.88, Synergy_HSA=-2.72. (3) Drug 1: CCCCC(=O)OCC(=O)C1(CC(C2=C(C1)C(=C3C(=C2O)C(=O)C4=C(C3=O)C=CC=C4OC)O)OC5CC(C(C(O5)C)O)NC(=O)C(F)(F)F)O. Drug 2: CCC1(C2=C(COC1=O)C(=O)N3CC4=CC5=C(C=CC(=C5CN(C)C)O)N=C4C3=C2)O.Cl. Cell line: A498. Synergy scores: CSS=27.5, Synergy_ZIP=-6.14, Synergy_Bliss=-0.762, Synergy_Loewe=-9.29, Synergy_HSA=0.0823.